From a dataset of Forward reaction prediction with 1.9M reactions from USPTO patents (1976-2016). Predict the product of the given reaction. (1) The product is: [Br:1][C:2]1[C:11]2[C:6](=[CH:7][CH:8]=[CH:9][C:10]=2[CH3:12])[C:5]([Cl:16])=[N:4][CH:3]=1. Given the reactants [Br:1][C:2]1[C:11]2[C:6](=[CH:7][CH:8]=[CH:9][C:10]=2[CH3:12])[C:5](=O)[NH:4][CH:3]=1.O=P(Cl)(Cl)[Cl:16], predict the reaction product. (2) Given the reactants [Cl:1][C:2]1[CH:3]=[C:4]2[C:9](=[CH:10][CH:11]=1)[CH:8]=[C:7]([S:12]([NH:15][C@H:16]1[CH2:20][CH2:19][N:18]([C@@H:21]([CH3:25])[C:22](O)=[O:23])[C:17]1=[O:26])(=[O:14])=[O:13])[CH:6]=[CH:5]2.[NH:27]1[CH2:32][CH2:31][CH2:30][CH:29]([NH:33][C:34](=[O:40])[O:35][C:36]([CH3:39])([CH3:38])[CH3:37])[CH2:28]1, predict the reaction product. The product is: [Cl:1][C:2]1[CH:3]=[C:4]2[C:9](=[CH:10][CH:11]=1)[CH:8]=[C:7]([S:12]([NH:15][C@H:16]1[CH2:20][CH2:19][N:18]([C@@H:21]([CH3:25])[C:22]([N:27]3[CH2:32][CH2:31][CH2:30][CH:29]([NH:33][C:34](=[O:40])[O:35][C:36]([CH3:38])([CH3:37])[CH3:39])[CH2:28]3)=[O:23])[C:17]1=[O:26])(=[O:14])=[O:13])[CH:6]=[CH:5]2.